Dataset: Forward reaction prediction with 1.9M reactions from USPTO patents (1976-2016). Task: Predict the product of the given reaction. (1) Given the reactants [Cl:1][C:2]1[CH:3]=[C:4]([CH:8]=[CH:9][C:10]=1[C:11](=[O:26])[NH:12][C:13]1[CH:18]=[CH:17][C:16]([Cl:19])=[C:15]([C:20]2[CH:25]=[CH:24][CH:23]=[CH:22][N:21]=2)[CH:14]=1)[C:5](O)=[O:6].[NH:27]1[CH2:31][CH2:30][CH2:29][CH2:28]1, predict the reaction product. The product is: [Cl:1][C:2]1[CH:3]=[C:4]([C:5]([N:27]2[CH2:31][CH2:30][CH2:29][CH2:28]2)=[O:6])[CH:8]=[CH:9][C:10]=1[C:11]([NH:12][C:13]1[CH:18]=[CH:17][C:16]([Cl:19])=[C:15]([C:20]2[CH:25]=[CH:24][CH:23]=[CH:22][N:21]=2)[CH:14]=1)=[O:26]. (2) Given the reactants Cl[C:2]1[CH:3]=[CH:4][C:5]2[N:11]3[CH2:12][C@H:8]([CH2:9][CH2:10]3)[N:7]([C:13]([NH:15][C:16]3[CH:21]=[N:20][CH:19]=[CH:18][N:17]=3)=[O:14])[C:6]=2[N:22]=1.[CH3:23][NH:24][C:25]1[CH:30]=[C:29](B2OC(C)(C)C(C)(C)O2)[CH:28]=[CH:27][N:26]=1.[O-]P([O-])([O-])=O.[K+].[K+].[K+].C1(P(C2CCCCC2)C2C=CC=CC=2C2C(C(C)C)=CC(C(C)C)=CC=2C(C)C)CCCCC1, predict the reaction product. The product is: [CH3:23][NH:24][C:25]1[CH:30]=[C:29]([C:2]2[CH:3]=[CH:4][C:5]3[N:11]4[CH2:12][C@H:8]([CH2:9][CH2:10]4)[N:7]([C:13]([NH:15][C:16]4[CH:21]=[N:20][CH:19]=[CH:18][N:17]=4)=[O:14])[C:6]=3[N:22]=2)[CH:28]=[CH:27][N:26]=1. (3) Given the reactants [CH3:1][O:2][C:3]1[CH:4]=[C:5]([CH2:11][C:12](=O)[CH3:13])[CH:6]=[CH:7][C:8]=1[O:9][CH3:10].Cl.[CH2:16]([O:18][NH2:19])[CH3:17].C([O-])([O-])=O.[Na+].[Na+], predict the reaction product. The product is: [CH3:13][CH:12]([NH:19][O:18][CH2:16][CH3:17])[CH2:11][C:5]1[CH:6]=[CH:7][C:8]([O:9][CH3:10])=[C:3]([O:2][CH3:1])[CH:4]=1. (4) Given the reactants [F:1][C:2]1[CH:7]=[C:6]([CH2:8][N:9]2[C@@H:14]([CH3:15])[CH2:13][CH2:12][C@H:11]([C:16]3[CH:21]=[CH:20][CH:19]=[CH:18][CH:17]=3)[S:10]2(=[O:23])=[O:22])[C:5]([F:24])=[CH:4][C:3]=1[CH:25]([CH2:33][CH:34]1[CH2:37][O:36][CH2:35]1)[C:26](OC(C)(C)C)=[O:27].[H-].[Al+3].[Li+].[H-].[H-].[H-], predict the reaction product. The product is: [F:1][C:2]1[CH:7]=[C:6]([CH2:8][N:9]2[C@@H:14]([CH3:15])[CH2:13][CH2:12][C@H:11]([C:16]3[CH:21]=[CH:20][CH:19]=[CH:18][CH:17]=3)[S:10]2(=[O:22])=[O:23])[C:5]([F:24])=[CH:4][C:3]=1[CH:25]([CH2:33][CH:34]1[CH2:35][O:36][CH2:37]1)[CH2:26][OH:27].